From a dataset of Full USPTO retrosynthesis dataset with 1.9M reactions from patents (1976-2016). Predict the reactants needed to synthesize the given product. (1) Given the product [CH2:7]([O:12][CH:6]1[CH2:5][CH2:4][CH2:3][CH2:2][O:1]1)[CH2:8][CH2:9][C:10]#[CH:11], predict the reactants needed to synthesize it. The reactants are: [O:1]1[CH:6]=[CH:5][CH2:4][CH2:3][CH2:2]1.[CH2:7]([OH:12])[CH2:8][CH2:9][C:10]#[CH:11].C(=O)(O)[O-].[Na+]. (2) Given the product [Br:1][C:2]1[CH:13]=[CH:12][C:5]([C:6](=[O:7])[CH2:14][CH2:15][CH3:16])=[CH:4][CH:3]=1, predict the reactants needed to synthesize it. The reactants are: [Br:1][C:2]1[CH:13]=[CH:12][C:5]([C:6](N(OC)C)=[O:7])=[CH:4][CH:3]=1.[CH2:14]([Mg]Br)[CH2:15][CH3:16].